The task is: Regression/Classification. Given a drug SMILES string, predict its absorption, distribution, metabolism, or excretion properties. Task type varies by dataset: regression for continuous measurements (e.g., permeability, clearance, half-life) or binary classification for categorical outcomes (e.g., BBB penetration, CYP inhibition). Dataset: b3db_classification.. This data is from Blood-brain barrier permeability classification from the B3DB database. (1) The compound is CCCC[C@@H]1C(=O)N(c2ccccc2)N(c2ccc(O)cc2)C1=O. The result is 1 (penetrates BBB). (2) The molecule is C1=C(CC2=NCNC2)CCc2ccccc21. The result is 1 (penetrates BBB). (3) The molecule is COc1cc2nc(N3CCN(C(=O)C4CCCO4)CC3)nc(N)c2cc1OC. The result is 0 (does not penetrate BBB). (4) The compound is CCOC(=O)N[C@@H](O)C(Cl)(Cl)Cl. The result is 1 (penetrates BBB).